This data is from Full USPTO retrosynthesis dataset with 1.9M reactions from patents (1976-2016). The task is: Predict the reactants needed to synthesize the given product. (1) Given the product [Cl:17][C:16]1[C:11]([F:1])=[C:12]([N+:18]([O-:20])=[O:19])[CH:13]=[CH:14][CH:15]=1, predict the reactants needed to synthesize it. The reactants are: [F:1]C1C(F)=CC=CC=1N.Cl[C:11]1[C:16]([Cl:17])=[CH:15][CH:14]=[CH:13][C:12]=1[N+:18]([O-:20])=[O:19]. (2) Given the product [CH:25]1([N:30]2[CH2:40][C:39]([CH3:42])([CH3:41])[C:38](=[O:43])[N:37]([CH3:44])[C:36]3[C:31]2=[N:32][C:33]([NH:45][C:46]2[CH:54]=[CH:53][C:49]([C:50]([NH:64][CH:65]4[CH2:70][CH2:69][N:68]([CH3:71])[CH2:67][CH2:66]4)=[O:52])=[CH:48][CH:47]=2)=[N:34][CH:35]=3)[CH2:29][CH2:28][CH2:27][CH2:26]1, predict the reactants needed to synthesize it. The reactants are: CN(C(ON1N=NC2C=CC=NC1=2)=[N+](C)C)C.F[P-](F)(F)(F)(F)F.[CH:25]1([N:30]2[CH2:40][C:39]([CH3:42])([CH3:41])[C:38](=[O:43])[N:37]([CH3:44])[C:36]3[C:31]2=[N:32][C:33]([NH:45][C:46]2[CH:54]=[CH:53][C:49]([C:50]([OH:52])=O)=[CH:48][CH:47]=2)=[N:34][CH:35]=3)[CH2:29][CH2:28][CH2:27][CH2:26]1.CCN(C(C)C)C(C)C.[NH2:64][CH:65]1[CH2:70][CH2:69][N:68]([CH3:71])[CH2:67][CH2:66]1. (3) Given the product [F:1][C:2]1[CH:3]=[CH:4][C:5]([OH:46])=[C:6]([S:8][C:9]2[C:17]3[C:16]([NH:18][C@H:19]([C:21]4[N:26]([C:27]5[CH:32]=[CH:31][CH:30]=[CH:29][CH:28]=5)[C:25](=[O:33])[C:24]5=[C:34]([CH3:37])[CH:35]=[CH:36][N:23]5[N:22]=4)[CH3:20])=[N:15][CH:14]=[N:13][C:12]=3[NH:11][CH:10]=2)[CH:7]=1, predict the reactants needed to synthesize it. The reactants are: [F:1][C:2]1[CH:3]=[CH:4][C:5]([O:46]C)=[C:6]([S:8][C:9]2[C:17]3[C:16]([NH:18][C@H:19]([C:21]4[N:26]([C:27]5[CH:32]=[CH:31][CH:30]=[CH:29][CH:28]=5)[C:25](=[O:33])[C:24]5=[C:34]([CH3:37])[CH:35]=[CH:36][N:23]5[N:22]=4)[CH3:20])=[N:15][CH:14]=[N:13][C:12]=3[N:11](COCC[Si](C)(C)C)[CH:10]=2)[CH:7]=1.B(Br)(Br)Br.N. (4) Given the product [CH3:5][C:6]1[N:10]2[C:11]3[CH:17]=[CH:16][NH:15][C:12]=3[N:13]=[CH:14][C:9]2=[C:8]([C:18]2[CH:19]=[N:20][N:21]([CH2:23][C:24]([O:26][CH3:1])=[O:25])[CH:22]=2)[N:7]=1, predict the reactants needed to synthesize it. The reactants are: [C:1](Cl)(C)=O.[CH3:5][C:6]1[N:10]2[C:11]3[CH:17]=[CH:16][NH:15][C:12]=3[N:13]=[CH:14][C:9]2=[C:8]([C:18]2[CH:19]=[N:20][N:21]([CH2:23][C:24]([OH:26])=[O:25])[CH:22]=2)[N:7]=1. (5) Given the product [F:31][C:25]1[C:26]([F:30])=[CH:27][CH:28]=[CH:29][C:24]=1[C@@H:10]1[CH2:11][CH:12]=[C:13]([CH2:20][C:21](=[O:22])[N:32]2[CH2:33][CH2:34][CH:35]([N:38]3[C:46]4[C:41](=[N:42][CH:43]=[CH:44][CH:45]=4)[NH:40][C:39]3=[O:47])[CH2:36][CH2:37]2)[C:14]2=[N:15][CH:16]=[CH:17][N:18]=[C:19]2[C@H:9]1[NH:8][C:6](=[O:7])[O:5][C:1]([CH3:3])([CH3:4])[CH3:2], predict the reactants needed to synthesize it. The reactants are: [C:1]([O:5][C:6]([NH:8][C@@H:9]1[C:19]2[C:14](=[N:15][CH:16]=[CH:17][N:18]=2)[C:13]([CH2:20][C:21](O)=[O:22])=[CH:12][CH2:11][C@H:10]1[C:24]1[CH:29]=[CH:28][CH:27]=[C:26]([F:30])[C:25]=1[F:31])=[O:7])([CH3:4])([CH3:3])[CH3:2].[NH:32]1[CH2:37][CH2:36][CH:35]([N:38]2[C:46]3[C:41](=[N:42][CH:43]=[CH:44][CH:45]=3)[NH:40][C:39]2=[O:47])[CH2:34][CH2:33]1.Cl.CCN(C(C)C)C(C)C.C(OP(ON1C(=O)C2C=CC=CC=2N=N1)(OCC)=O)C. (6) Given the product [F:51][C:45]1[C:46]([F:50])=[CH:47][CH:48]=[CH:49][C:44]=1[NH:43][C:41](=[O:42])[CH2:40][C:38]1[NH:37][N:36]=[C:35]([NH:34][C:28]2[C:27]3[C:32](=[CH:33][C:24]([O:23][CH2:22][CH2:21][CH2:20][NH:19][C:16]([CH3:17])([CH3:18])[CH2:15][CH2:14][OH:13])=[CH:25][CH:26]=3)[N:31]=[CH:30][N:29]=2)[CH:39]=1, predict the reactants needed to synthesize it. The reactants are: P([O:13][CH2:14][CH2:15][C:16]([NH:19][CH2:20][CH2:21][CH2:22][O:23][C:24]1[CH:33]=[C:32]2[C:27]([C:28]([NH:34][C:35]3[CH:39]=[C:38]([CH2:40][C:41]([NH:43][C:44]4[CH:49]=[CH:48][CH:47]=[C:46]([F:50])[C:45]=4[F:51])=[O:42])[NH:37][N:36]=3)=[N:29][CH:30]=[N:31]2)=[CH:26][CH:25]=1)([CH3:18])[CH3:17])(OC(C)(C)C)(OC(C)(C)C)=O.NC(C)(C)CCO. (7) Given the product [Cl:1][C:2]1[CH:3]=[CH:4][C:5]([C:28]([F:30])([F:31])[F:29])=[C:6]([CH:27]=1)[CH2:7][N:8]1[CH2:13][CH2:12][NH:11][C:10]2[N:14]=[CH:15][C:16]([C:18]3[CH:19]=[CH:20][C:21]([C:22]([NH:32][CH2:33][C:34]4[CH:35]=[N:36][CH:37]=[CH:38][CH:39]=4)=[O:23])=[CH:25][CH:26]=3)=[CH:17][C:9]1=2, predict the reactants needed to synthesize it. The reactants are: [Cl:1][C:2]1[CH:3]=[CH:4][C:5]([C:28]([F:31])([F:30])[F:29])=[C:6]([CH:27]=1)[CH2:7][N:8]1[CH2:13][CH2:12][NH:11][C:10]2[N:14]=[CH:15][C:16]([C:18]3[CH:26]=[CH:25][C:21]([C:22](O)=[O:23])=[CH:20][CH:19]=3)=[CH:17][C:9]1=2.[NH2:32][CH2:33][C:34]1[CH:35]=[N:36][CH:37]=[CH:38][CH:39]=1. (8) Given the product [F:26][C:18]1[CH:19]=[C:20]([C:2]2[C:3]([OH:8])=[N:4][CH:5]=[CH:6][CH:7]=2)[CH:21]=[CH:22][C:17]=1[NH:16][C:14](=[O:15])[O:13][C:9]([CH3:11])([CH3:10])[CH3:12], predict the reactants needed to synthesize it. The reactants are: Br[C:2]1[C:3]([OH:8])=[N:4][CH:5]=[CH:6][CH:7]=1.[C:9]([O:13][C:14]([NH:16][C:17]1[CH:22]=[CH:21][C:20](B(O)O)=[CH:19][C:18]=1[F:26])=[O:15])([CH3:12])([CH3:11])[CH3:10].